Dataset: Catalyst prediction with 721,799 reactions and 888 catalyst types from USPTO. Task: Predict which catalyst facilitates the given reaction. (1) Reactant: [C:1]([C:3]1[CH:31]=[CH:30][C:6]2[NH:7][C:8]([CH:10]([C:18]3[C:26]([O:27][CH3:28])=[CH:25][C:24]([CH3:29])=[C:23]4[C:19]=3[CH:20]=[CH:21][NH:22]4)[CH2:11][CH:12]([CH3:17])[C:13](OC)=[O:14])=[N:9][C:5]=2[CH:4]=1)#[N:2].[BH4-].[Na+]. Product: [OH:14][CH2:13][CH:12]([CH3:17])[CH2:11][CH:10]([C:8]1[NH:7][C:6]2[CH:30]=[CH:31][C:3]([C:1]#[N:2])=[CH:4][C:5]=2[N:9]=1)[C:18]1[C:26]([O:27][CH3:28])=[CH:25][C:24]([CH3:29])=[C:23]2[C:19]=1[CH:20]=[CH:21][NH:22]2. The catalyst class is: 5. (2) Reactant: Br[CH2:2][C:3]1[N:8]([CH3:9])[C:7](=[O:10])[N:6]([CH3:11])[C:5](=[O:12])[C:4]=1[C:13](=O)[C:14]1[CH:19]=[CH:18][CH:17]=[C:16]([Cl:20])[CH:15]=1.[NH2:22][CH2:23][C@@H:24]([OH:27])[CH2:25][OH:26].C(N(CC)CC)C. Product: [Cl:20][C:16]1[CH:15]=[C:14]([C:13]2[N:22]([CH2:23][C@@H:24]([OH:27])[CH2:25][OH:26])[CH:2]=[C:3]3[C:4]=2[C:5](=[O:12])[N:6]([CH3:11])[C:7](=[O:10])[N:8]3[CH3:9])[CH:19]=[CH:18][CH:17]=1. The catalyst class is: 14. (3) Reactant: C(O[CH:4]=[C:5]([C:11]([O:13]CC)=O)[C:6]([O:8][CH2:9][CH3:10])=[O:7])C.[CH3:16][C:17]1[CH:18]=[CH:19][C:20]([NH2:23])=[N:21][CH:22]=1.C1CCN2C(=NCCC2)CC1.C(#N)C. Product: [CH3:16][C:17]1[CH:18]=[CH:19][C:20]2[N:21]([CH:22]=1)[C:11](=[O:13])[C:5]([C:6]([O:8][CH2:9][CH3:10])=[O:7])=[CH:4][N:23]=2. The catalyst class is: 46.